This data is from Forward reaction prediction with 1.9M reactions from USPTO patents (1976-2016). The task is: Predict the product of the given reaction. (1) Given the reactants [CH:1]1([CH2:4][O:5][C:6]2[CH:11]=[C:10]([F:12])[CH:9]=[CH:8][C:7]=2[C:13]2[C:14]3[N:21]([CH2:22][O:23][CH2:24][CH2:25][Si:26]([CH3:29])([CH3:28])[CH3:27])[C:20]([CH3:30])=[C:19]([C:31]([OH:33])=O)[C:15]=3[N:16]=[CH:17][N:18]=2)[CH2:3][CH2:2]1.[NH2:34][C@@H:35]1[CH2:40][CH2:39][C@H:38]([NH:41][C:42](=[O:48])[O:43][C:44]([CH3:47])([CH3:46])[CH3:45])[CH2:37][CH2:36]1, predict the reaction product. The product is: [C:44]([O:43][C:42](=[O:48])[NH:41][C@H:38]1[CH2:37][CH2:36][C@@H:35]([NH:34][C:31]([C:19]2[C:15]3[N:16]=[CH:17][N:18]=[C:13]([C:7]4[CH:8]=[CH:9][C:10]([F:12])=[CH:11][C:6]=4[O:5][CH2:4][CH:1]4[CH2:2][CH2:3]4)[C:14]=3[N:21]([CH2:22][O:23][CH2:24][CH2:25][Si:26]([CH3:29])([CH3:28])[CH3:27])[C:20]=2[CH3:30])=[O:33])[CH2:40][CH2:39]1)([CH3:47])([CH3:45])[CH3:46]. (2) Given the reactants CCOC(C1C=CC(C#C[C:14]2[CH:15]=[CH:16][C:17]3[S:23][CH2:22][CH2:21][C:20]([CH3:25])([CH3:24])[C:18]=3[CH:19]=2)=NC=1)=O.CC1(C)C2C(=CC=C(C#C)C=2)SCC1.C1(S)C=CC=CC=1.BrCC=C(C)C.[OH-].[Na+].O=P12OP3(OP(OP(O3)(O1)=O)(=O)O2)=O.P(=O)(O)(O)O, predict the reaction product. The product is: [CH3:24][C:20]1([CH3:25])[C:18]2[C:17](=[CH:16][CH:15]=[CH:14][CH:19]=2)[S:23][CH2:22][CH2:21]1. (3) Given the reactants C([O:3][CH2:4][C:5]1[C:6](=[O:26])[N:7]2[C:19](=[CH:20][C:21]=1[C:22](=[O:25])[CH2:23][CH3:24])[C:10]1=[N:11][C:12]3[C:17]([CH:18]=[C:9]1[CH2:8]2)=[CH:16][CH:15]=[CH:14][CH:13]=3)=O.C1(C=CC(O)=CC=1)O.Br[CH2:36][C:37]([O:39][CH2:40][CH3:41])=[O:38].II.[Cl-].[NH4+], predict the reaction product. The product is: [OH:25][C:22]([C:21]1[CH:20]=[C:19]2[N:7]([CH2:8][C:9]3[C:10]2=[N:11][C:12]2[C:17]([CH:18]=3)=[CH:16][CH:15]=[CH:14][CH:13]=2)[C:6](=[O:26])[C:5]=1[CH2:4][OH:3])([CH2:23][CH3:24])[CH2:36][C:37]([O:39][CH2:40][CH3:41])=[O:38]. (4) Given the reactants [Br:1][C:2]1[CH:3]=[C:4]([NH2:9])[C:5]([NH2:8])=[N:6][CH:7]=1.[Br:10][C:11]1[CH:12]=[N:13][NH:14][C:15]=1[CH:16]=O, predict the reaction product. The product is: [Br:1][C:2]1[CH:3]=[C:4]2[N:9]=[C:16]([C:15]3[C:11]([Br:10])=[CH:12][NH:13][N:14]=3)[NH:8][C:5]2=[N:6][CH:7]=1. (5) Given the reactants [Cl:1][C:2]1[CH:3]=[C:4]([N:10]2[C:14]([CH3:15])=[C:13]([CH2:16][C:17]3[CH:25]=[CH:24][C:20]([C:21](O)=[O:22])=[CH:19][CH:18]=3)[C:12]([CH3:26])=[N:11]2)[CH:5]=[CH:6][C:7]=1[C:8]#[N:9].[NH2:27][CH2:28][CH2:29][O:30][CH2:31][CH2:32][OH:33], predict the reaction product. The product is: [Cl:1][C:2]1[CH:3]=[C:4]([N:10]2[C:14]([CH3:15])=[C:13]([CH2:16][C:17]3[CH:18]=[CH:19][C:20]([C:21]([NH:27][CH2:28][CH2:29][O:30][CH2:31][CH2:32][OH:33])=[O:22])=[CH:24][CH:25]=3)[C:12]([CH3:26])=[N:11]2)[CH:5]=[CH:6][C:7]=1[C:8]#[N:9]. (6) Given the reactants Cl[C:2]1[CH:7]=[C:6]([CH3:8])[N:5]=[C:4]([NH:9][C:10](=[NH:20])[NH:11][C:12]2[CH:17]=[CH:16][C:15]([Cl:18])=[C:14]([Cl:19])[CH:13]=2)[N:3]=1.C(N(C(C)C)CC)(C)C.[NH2:30][C@H:31]1[CH2:36][CH2:35][CH2:34][N:33]([C:37]([O:39][C:40]([CH3:43])([CH3:42])[CH3:41])=[O:38])[CH2:32]1, predict the reaction product. The product is: [Cl:19][C:14]1[CH:13]=[C:12]([NH:11][C:10](=[NH:20])[NH:9][C:4]2[N:3]=[C:2]([NH:30][C@H:31]3[CH2:36][CH2:35][CH2:34][N:33]([C:37]([O:39][C:40]([CH3:43])([CH3:42])[CH3:41])=[O:38])[CH2:32]3)[CH:7]=[C:6]([CH3:8])[N:5]=2)[CH:17]=[CH:16][C:15]=1[Cl:18].